This data is from Forward reaction prediction with 1.9M reactions from USPTO patents (1976-2016). The task is: Predict the product of the given reaction. (1) Given the reactants Cl[C:2]1[C:7]2[N:8]([CH:11]([C@H:13]3[CH2:18][CH2:17][C@H:16]([CH3:19])[CH2:15][CH2:14]3)[CH3:12])[CH:9]=[N:10][C:6]=2[CH:5]=[C:4]([Cl:20])[N:3]=1.[Cl:21][C:22]1[CH:23]=[C:24](B(O)O)[CH:25]=[N:26][CH:27]=1.C(=O)([O-])[O-].[Cs+].[Cs+], predict the reaction product. The product is: [Cl:20][C:4]1[N:3]=[C:2]([C:24]2[CH:25]=[N:26][CH:27]=[C:22]([Cl:21])[CH:23]=2)[C:7]2[N:8]([CH:11]([C@H:13]3[CH2:18][CH2:17][C@H:16]([CH3:19])[CH2:15][CH2:14]3)[CH3:12])[CH:9]=[N:10][C:6]=2[CH:5]=1. (2) Given the reactants [CH2:1]([N:3]1[CH2:9][CH2:8][C:7]2[CH:10]=[C:11]([NH2:14])[CH:12]=[CH:13][C:6]=2[CH2:5][CH2:4]1)[CH3:2].Cl[C:16]1[N:21]=[C:20]([NH:22][C@@H:23]2[CH2:28][CH2:27][CH2:26][CH2:25][C@H:24]2[OH:29])[C:19]([Cl:30])=[CH:18][N:17]=1, predict the reaction product. The product is: [Cl:30][C:19]1[C:20]([NH:22][C@@H:23]2[CH2:28][CH2:27][CH2:26][CH2:25][C@H:24]2[OH:29])=[N:21][C:16]([NH:14][C:11]2[CH:12]=[CH:13][C:6]3[CH2:5][CH2:4][N:3]([CH2:1][CH3:2])[CH2:9][CH2:8][C:7]=3[CH:10]=2)=[N:17][CH:18]=1.